Dataset: Catalyst prediction with 721,799 reactions and 888 catalyst types from USPTO. Task: Predict which catalyst facilitates the given reaction. (1) Reactant: [C:1]([C:3]1([CH2:8][CH2:9][CH3:10])[CH2:7][CH:6]=[CH:5][CH2:4]1)#[N:2].[CH2:11]([Mg]Br)[CH3:12].[BH4-].[Na+].[OH-].[Na+]. Product: [NH2:2][CH:1]([C:3]1([CH2:8][CH2:9][CH3:10])[CH2:7][CH:6]=[CH:5][CH2:4]1)[CH2:11][CH3:12]. The catalyst class is: 11. (2) Reactant: [CH3:1][O:2][C:3](=[O:13])[C:4]([CH3:12])([CH3:11])[CH2:5][CH2:6][C:7]([O:9]C)=[O:8].[OH-].[K+]. Product: [CH3:1][O:2][C:3](=[O:13])[C:4]([CH3:11])([CH3:12])[CH2:5][CH2:6][C:7]([OH:9])=[O:8]. The catalyst class is: 5. (3) Reactant: [Br:1][C:2]1[CH:3]=[CH:4][C:5]([C:8]#[N:9])=[N:6][CH:7]=1.[CH3:10][Mg]Br.CO.[BH4-].[Na+]. Product: [Br:1][C:2]1[CH:3]=[CH:4][C:5]([CH:8]([NH2:9])[CH3:10])=[N:6][CH:7]=1. The catalyst class is: 7. (4) Reactant: [CH2:1]([O:8][C:9]1[CH:14]=[CH:13][C:12]([C:15]([C:17]2[C:25]3[C:20](=[C:21]([C:26]([F:29])([F:28])[F:27])[CH:22]=[CH:23][CH:24]=3)[NH:19][N:18]=2)=[O:16])=[CH:11][CH:10]=1)[C:2]1[CH:7]=[CH:6][CH:5]=[CH:4][CH:3]=1.[H-].[Na+].I[CH:33]([CH3:35])[CH3:34]. Product: [CH2:1]([O:8][C:9]1[CH:10]=[CH:11][C:12]([C:15]([C:17]2[C:25]3[C:20](=[C:21]([C:26]([F:29])([F:27])[F:28])[CH:22]=[CH:23][CH:24]=3)[N:19]([CH:33]([CH3:35])[CH3:34])[N:18]=2)=[O:16])=[CH:13][CH:14]=1)[C:2]1[CH:7]=[CH:6][CH:5]=[CH:4][CH:3]=1. The catalyst class is: 3. (5) Reactant: [CH3:1][C:2]1[C:6]([CH:7]2[CH2:12][CH2:11][N:10]([CH3:13])[CH2:9][CH2:8]2)=[C:5]([CH3:14])[NH:4][C:3]=1[C:15](O)=[O:16].C(OCC)(OCC)OCC. Product: [CH3:1][C:2]1[C:6]([CH:7]2[CH2:12][CH2:11][N:10]([CH3:13])[CH2:9][CH2:8]2)=[C:5]([CH3:14])[NH:4][C:3]=1[CH:15]=[O:16]. The catalyst class is: 67. (6) Reactant: [OH:1][CH2:2][C:3]1([NH:9][C:10]([C:12]2[C:20]3[C:15](=[N:16][CH:17]=[C:18]([CH:21]4[CH2:23][CH2:22]4)[N:19]=3)[N:14](COCC[Si](C)(C)C)[CH:13]=2)=[O:11])[CH2:8][CH2:7][O:6][CH2:5][CH2:4]1.FC(F)(F)C(O)=O. Product: [OH:1][CH2:2][C:3]1([NH:9][C:10]([C:12]2[C:20]3[C:15](=[N:16][CH:17]=[C:18]([CH:21]4[CH2:23][CH2:22]4)[N:19]=3)[NH:14][CH:13]=2)=[O:11])[CH2:8][CH2:7][O:6][CH2:5][CH2:4]1. The catalyst class is: 2. (7) Reactant: Br[C:2]1[CH:7]=[N:6][CH:5]=[C:4]2[N:8]([CH3:11])[N:9]=[CH:10][C:3]=12.[F:12][C:13]1[CH:18]=[CH:17][C:16]([NH2:19])=[CH:15][C:14]=1[C:20]#[C:21][Si](C)(C)C.[F-].C([N+](CCCC)(CCCC)CCCC)CCC. Product: [F:12][C:13]1[CH:18]=[CH:17][C:16]([NH2:19])=[CH:15][C:14]=1[C:20]#[C:21][C:2]1[CH:7]=[N:6][CH:5]=[C:4]2[N:8]([CH3:11])[N:9]=[CH:10][C:3]=12. The catalyst class is: 540.